From a dataset of Peptide-MHC class I binding affinity with 185,985 pairs from IEDB/IMGT. Regression. Given a peptide amino acid sequence and an MHC pseudo amino acid sequence, predict their binding affinity value. This is MHC class I binding data. The peptide sequence is SVMNFIPII. The binding affinity (normalized) is 0.625. The MHC is HLA-A68:02 with pseudo-sequence HLA-A68:02.